From a dataset of Forward reaction prediction with 1.9M reactions from USPTO patents (1976-2016). Predict the product of the given reaction. (1) Given the reactants [F:1][C:2]1[CH:7]=[CH:6][C:5]([C:8]2[C:16]3[C:15]([O:17][CH2:18][CH2:19][CH2:20][O:21][C:22]4[CH:23]=[C:24]([CH:26]=[CH:27][CH:28]=4)[NH2:25])=[N:14][CH:13]=[N:12][C:11]=3[S:10][CH:9]=2)=[CH:4][CH:3]=1.C(N(C(C)C)CC)(C)C.[CH:38]1([C:41](Cl)=[O:42])[CH2:40][CH2:39]1, predict the reaction product. The product is: [F:1][C:2]1[CH:7]=[CH:6][C:5]([C:8]2[C:16]3[C:15]([O:17][CH2:18][CH2:19][CH2:20][O:21][C:22]4[CH:23]=[C:24]([NH:25][C:41]([CH:38]5[CH2:40][CH2:39]5)=[O:42])[CH:26]=[CH:27][CH:28]=4)=[N:14][CH:13]=[N:12][C:11]=3[S:10][CH:9]=2)=[CH:4][CH:3]=1. (2) Given the reactants BrC1C([C@@H](N[C:20](=[O:38])[CH2:21][N:22]2[C:30]3[C:29]([F:32])([F:31])CCC(F)(F)[C:25]=3[C:24]([CH:35]([F:37])[F:36])=[N:23]2)CC2C=C(F)C=C(F)C=2)=NC=C(Br)C=1.[NH2:39][C@H:40]([C:50]1[C:55]([C:56]2[CH:57]=[CH:58][C:59]([Cl:71])=[C:60]3[C:64]=2[N:63]([CH3:65])[N:62]=[C:61]3[NH:66][S:67]([CH3:70])(=[O:69])=[O:68])=[CH:54][CH:53]=[C:52]([C:72]#[C:73][C:74]([OH:77])([CH3:76])[CH3:75])[N:51]=1)[CH2:41][C:42]1[CH:47]=[C:46]([F:48])[CH:45]=[C:44]([F:49])[CH:43]=1.FC(F)C1C=C(C(F)F)N(CC(O)=O)N=1, predict the reaction product. The product is: [F:37][CH:35]([F:36])[C:24]1[CH:25]=[C:30]([CH:29]([F:32])[F:31])[N:22]([CH2:21][C:20]([NH:39][C@H:40]([C:50]2[C:55]([C:56]3[CH:57]=[CH:58][C:59]([Cl:71])=[C:60]4[C:64]=3[N:63]([CH3:65])[N:62]=[C:61]4[NH:66][S:67]([CH3:70])(=[O:68])=[O:69])=[CH:54][CH:53]=[C:52]([C:72]#[C:73][C:74]([OH:77])([CH3:75])[CH3:76])[N:51]=2)[CH2:41][C:42]2[CH:47]=[C:46]([F:48])[CH:45]=[C:44]([F:49])[CH:43]=2)=[O:38])[N:23]=1. (3) Given the reactants [Cl:1][C:2]1[CH:10]=[C:9]([C:11]2[O:12][CH:13]=[CH:14][N:15]=2)[CH:8]=[CH:7][C:3]=1[C:4](O)=[O:5].CN1CCCC1=O.S(Cl)([Cl:25])=O, predict the reaction product. The product is: [Cl:1][C:2]1[CH:10]=[C:9]([C:11]2[O:12][CH:13]=[CH:14][N:15]=2)[CH:8]=[CH:7][C:3]=1[C:4]([Cl:25])=[O:5]. (4) Given the reactants IC1[Te]C(I)=CC=1CCCCCCCCCCCC.I[C:21]1[Te:22][C:23](I)=[CH:24][C:25]=1[CH2:26][CH:27]([CH2:32][CH3:33])[CH2:28][CH2:29][CH2:30][CH3:31], predict the reaction product. The product is: [CH2:32]([CH:27]([CH2:28][CH2:29][CH2:30][CH3:31])[CH2:26][C:25]1[CH:24]=[CH:23][Te:22][CH:21]=1)[CH3:33]. (5) The product is: [Cl:1][C:2]1[C:3]2[S:10][CH:9]=[C:8]([C:11]([OH:13])=[O:12])[C:4]=2[N:5]=[CH:6][N:7]=1. Given the reactants [Cl:1][C:2]1[C:3]2[S:10][CH:9]=[C:8]([CH:11]=[O:12])[C:4]=2[N:5]=[CH:6][N:7]=1.[O-:13]Cl=O.[Na+], predict the reaction product.